This data is from Full USPTO retrosynthesis dataset with 1.9M reactions from patents (1976-2016). The task is: Predict the reactants needed to synthesize the given product. (1) Given the product [Cl:9][C:6]1[N:5]=[CH:4][C:3]([C:10]([N:12]2[CH2:13][CH2:14][CH:15]([C:18]3[CH:19]=[CH:20][C:21]([F:24])=[CH:22][CH:23]=3)[CH2:16][CH2:17]2)=[O:11])=[C:2]([NH:29][C:28]2[CH:30]=[CH:31][CH:32]=[C:26]([Cl:25])[C:27]=2[F:33])[C:7]=1[CH3:8], predict the reactants needed to synthesize it. The reactants are: Cl[C:2]1[C:7]([CH3:8])=[C:6]([Cl:9])[N:5]=[CH:4][C:3]=1[C:10]([N:12]1[CH2:17][CH2:16][CH:15]([C:18]2[CH:23]=[CH:22][C:21]([F:24])=[CH:20][CH:19]=2)[CH2:14][CH2:13]1)=[O:11].[Cl:25][C:26]1[C:27]([F:33])=[C:28]([CH:30]=[CH:31][CH:32]=1)[NH2:29]. (2) Given the product [F:21][C:22]1[CH:27]=[C:26]([C:4](=[O:19])[CH2:5][CH:6]([C:7]2[CH:8]=[CH:9][CH:10]=[CH:11][CH:12]=2)[C:13]2[CH:14]=[CH:15][CH:16]=[CH:17][CH:18]=2)[CH:25]=[C:24]([CH3:29])[N:23]=1, predict the reactants needed to synthesize it. The reactants are: CON(C)[C:4](=[O:19])[CH2:5][CH:6]([C:13]1[CH:18]=[CH:17][CH:16]=[CH:15][CH:14]=1)[C:7]1[CH:12]=[CH:11][CH:10]=[CH:9][CH:8]=1.[F:21][C:22]1[CH:27]=[C:26](I)[CH:25]=[C:24]([CH3:29])[N:23]=1. (3) Given the product [Br:30][C:31]1[CH:35]=[N:36][CH:37]=[C:38]([CH:39]=1)[C:67]([N:12]=[S@@:10]([CH2:9][CH2:8][CH2:7][O:6][Si:5]([C:1]([CH3:2])([CH3:4])[CH3:3])([CH3:20])[CH3:19])(=[O:11])[C:13]1[CH:18]=[CH:17][CH:16]=[CH:15][CH:14]=1)=[O:70], predict the reactants needed to synthesize it. The reactants are: [C:1]([Si:5]([CH3:20])([CH3:19])[O:6][CH2:7][CH2:8][CH2:9][S@:10]([C:13]1[CH:18]=[CH:17][CH:16]=[CH:15][CH:14]=1)(=[NH:12])=[O:11])([CH3:4])([CH3:3])[CH3:2].C(N(CC)C(C)C)(C)C.[Br:30][C:31]1([CH:39]=[CH:38][CH:37]=[N:36][CH2:35]1)C(O)=O.F[P-](F)(F)(F)(F)F.N1(O[P+](N(C)C)(N(C)C)N(C)C)C2C=CC=CC=2N=N1.[C:67]([O-:70])(O)=O.[Na+]. (4) Given the product [CH2:2]([C:4]1[CH:9]=[C:8]([CH3:10])[CH:7]=[C:6]([CH2:11][CH3:12])[C:5]=1[CH2:14][OH:15])[CH3:3], predict the reactants needed to synthesize it. The reactants are: [Mg].[CH2:2]([C:4]1[CH:9]=[C:8]([CH3:10])[CH:7]=[C:6]([CH2:11][CH3:12])[C:5]=1Br)[CH3:3].[CH2:14]=[O:15].Cl. (5) Given the product [F:30][C:31]1[CH:32]=[C:33]([C:39]2[CH:44]=[CH:43][C:42]([C:45]([F:48])([F:47])[F:46])=[CH:41][CH:40]=2)[CH:34]=[CH:35][C:36]=1[CH:37]=[CH:8][O:9][CH3:10], predict the reactants needed to synthesize it. The reactants are: CC(C)([O-])C.[K+].[Cl-].[CH3:8][O:9][CH2:10][P+](C1C=CC=CC=1)(C1C=CC=CC=1)C1C=CC=CC=1.[F:30][C:31]1[CH:32]=[C:33]([C:39]2[CH:44]=[CH:43][C:42]([C:45]([F:48])([F:47])[F:46])=[CH:41][CH:40]=2)[CH:34]=[CH:35][C:36]=1[CH:37]=O.CCOC(C)=O.CCCCCC.